This data is from Full USPTO retrosynthesis dataset with 1.9M reactions from patents (1976-2016). The task is: Predict the reactants needed to synthesize the given product. (1) Given the product [OH:23][CH2:22][CH2:21][CH2:20][CH2:19][CH2:18][CH2:17][CH2:16][CH2:15][CH2:14][N:9]1[C:7](=[O:8])[C:5]2[CH:6]=[CH:1][CH:2]=[CH:3][C:4]=2[O:12][C:10]1=[O:11], predict the reactants needed to synthesize it. The reactants are: [CH:1]1[CH:2]=[CH:3][C:4]2[O:12][C:10](=[O:11])[NH:9][C:7](=[O:8])[C:5]=2[CH:6]=1.Br[CH2:14][CH2:15][CH2:16][CH2:17][CH2:18][CH2:19][CH2:20][CH2:21][CH2:22][OH:23].C(=O)([O-])[O-].[Na+].[Na+].C(OCC)(=O)C.CCCCCCC. (2) Given the product [C:1]([O:5][C:6]([NH:8][C:9]1[CH:10]=[N:11][CH:12]=[CH:13][C:14]=1[N:15]1[CH2:20][C@H:19]([CH3:21])[C@H:18]([C:22]#[N:43])[C@H:17]([NH:27][C:28](=[O:29])[O:30][C:31]([CH3:33])([CH3:34])[CH3:32])[CH2:16]1)=[O:7])([CH3:2])([CH3:4])[CH3:3], predict the reactants needed to synthesize it. The reactants are: [C:1]([O:5][C:6]([N:8](C(OC(C)(C)C)=O)[C:9]1[CH:10]=[N:11][CH:12]=[CH:13][C:14]=1[N:15]1[CH2:20][C@@H:19]([CH3:21])[C@@H:18]([CH2:22]S([O-])(=O)=O)[C@@H:17]([NH:27][C:28]([O:30][C:31]([CH3:34])([CH3:33])[CH3:32])=[O:29])[CH2:16]1)=[O:7])([CH3:4])([CH3:3])[CH3:2].[C-]#[N:43].[Na+]. (3) The reactants are: [CH2:1]([O:3][C:4]([C:6]1[C:10]([C:11]([O:13]CC)=O)=[C:9]([NH2:16])[N:8]([C:17]2[CH:22]=[CH:21][CH:20]=[CH:19][CH:18]=2)[N:7]=1)=[O:5])[CH3:2].[Cl:23][C:24]1[CH:29]=[CH:28][C:27]([N:30]=[C:31](Cl)[C:32]2[CH:37]=[CH:36][C:35]([C:38]3[CH:43]=[CH:42][CH:41]=[CH:40][CH:39]=3)=[CH:34][CH:33]=2)=[CH:26][CH:25]=1. Given the product [CH2:1]([O:3][C:4]([C:6]1[C:10]2[C:11](=[O:13])[N:30]([C:27]3[CH:26]=[CH:25][C:24]([Cl:23])=[CH:29][CH:28]=3)[C:31]([C:32]3[CH:37]=[CH:36][C:35]([C:38]4[CH:39]=[CH:40][CH:41]=[CH:42][CH:43]=4)=[CH:34][CH:33]=3)=[N:16][C:9]=2[N:8]([C:17]2[CH:18]=[CH:19][CH:20]=[CH:21][CH:22]=2)[N:7]=1)=[O:5])[CH3:2], predict the reactants needed to synthesize it.